From a dataset of Rat liver microsome stability data. Regression/Classification. Given a drug SMILES string, predict its absorption, distribution, metabolism, or excretion properties. Task type varies by dataset: regression for continuous measurements (e.g., permeability, clearance, half-life) or binary classification for categorical outcomes (e.g., BBB penetration, CYP inhibition). Dataset: rlm. The drug is Cc1cc(NS(=O)(=O)c2ccc(NC(=O)Cc3ccc(F)c(F)c3)cc2)no1. The result is 0 (unstable in rat liver microsomes).